Dataset: Full USPTO retrosynthesis dataset with 1.9M reactions from patents (1976-2016). Task: Predict the reactants needed to synthesize the given product. Given the product [O:43]1[CH2:44][CH2:45][CH:1]([O:2][C:3]2[C:8]3[C:9]([C:31]4[CH:35]=[N:34][N:33]([CH:45]5[CH2:41][CH2:42][O:43][CH2:44]5)[CH:32]=4)=[N:10][NH:11][C:7]=3[CH:6]=[CH:5][N:4]=2)[CH2:41][CH2:42]1, predict the reactants needed to synthesize it. The reactants are: [CH3:1][O:2][C:3]1[C:8]2[C:9]([C:31]3[CH:32]=[N:33][NH:34][CH:35]=3)=[N:10][N:11](C(C3C=CC=CC=3)(C3C=CC=CC=3)C3C=CC=CC=3)[C:7]=2[CH:6]=[CH:5][N:4]=1.CS(O[CH:41]1[CH2:45][CH2:44][O:43][CH2:42]1)(=O)=O.